This data is from Peptide-MHC class II binding affinity with 134,281 pairs from IEDB. The task is: Regression. Given a peptide amino acid sequence and an MHC pseudo amino acid sequence, predict their binding affinity value. This is MHC class II binding data. (1) The MHC is DRB1_1602 with pseudo-sequence DRB1_1602. The peptide sequence is EKKYFAATQFEPLAL. The binding affinity (normalized) is 0.475. (2) The peptide sequence is TDDNEEPIAAYHFDL. The MHC is HLA-DPA10103-DPB10301 with pseudo-sequence HLA-DPA10103-DPB10301. The binding affinity (normalized) is 0. (3) The peptide sequence is TWAYHGSYEVKATGSA. The binding affinity (normalized) is 0.419. The MHC is DRB3_0101 with pseudo-sequence DRB3_0101. (4) The peptide sequence is NNYGSTIEGLLD. The MHC is HLA-DPA10301-DPB10402 with pseudo-sequence HLA-DPA10301-DPB10402. The binding affinity (normalized) is 0.198. (5) The peptide sequence is VLAVGPAYSAHCIGI. The MHC is DRB3_0202 with pseudo-sequence DRB3_0202. The binding affinity (normalized) is 0.